This data is from NCI-60 drug combinations with 297,098 pairs across 59 cell lines. The task is: Regression. Given two drug SMILES strings and cell line genomic features, predict the synergy score measuring deviation from expected non-interaction effect. (1) Drug 1: C1=NC2=C(N1)C(=S)N=C(N2)N. Drug 2: CCN(CC)CCCC(C)NC1=C2C=C(C=CC2=NC3=C1C=CC(=C3)Cl)OC. Cell line: K-562. Synergy scores: CSS=58.9, Synergy_ZIP=2.04, Synergy_Bliss=-0.0612, Synergy_Loewe=1.02, Synergy_HSA=3.37. (2) Drug 1: CN1CCC(CC1)COC2=C(C=C3C(=C2)N=CN=C3NC4=C(C=C(C=C4)Br)F)OC. Drug 2: C1=C(C(=O)NC(=O)N1)F. Cell line: OVCAR-4. Synergy scores: CSS=37.0, Synergy_ZIP=-7.96, Synergy_Bliss=-15.6, Synergy_Loewe=-13.0, Synergy_HSA=-11.8. (3) Drug 1: CC1=CC2C(CCC3(C2CCC3(C(=O)C)OC(=O)C)C)C4(C1=CC(=O)CC4)C. Drug 2: C1=NC2=C(N=C(N=C2N1C3C(C(C(O3)CO)O)O)F)N. Cell line: ACHN. Synergy scores: CSS=14.4, Synergy_ZIP=-0.246, Synergy_Bliss=6.63, Synergy_Loewe=0.492, Synergy_HSA=5.89. (4) Drug 1: C1=CC=C(C(=C1)C(C2=CC=C(C=C2)Cl)C(Cl)Cl)Cl. Drug 2: CC12CCC3C(C1CCC2OP(=O)(O)O)CCC4=C3C=CC(=C4)OC(=O)N(CCCl)CCCl.[Na+]. Cell line: IGROV1. Synergy scores: CSS=5.29, Synergy_ZIP=-4.54, Synergy_Bliss=-5.14, Synergy_Loewe=-7.01, Synergy_HSA=-6.94. (5) Drug 1: CC1C(C(CC(O1)OC2CC(CC3=C2C(=C4C(=C3O)C(=O)C5=C(C4=O)C(=CC=C5)OC)O)(C(=O)C)O)N)O.Cl. Drug 2: C1CN(P(=O)(OC1)NCCCl)CCCl. Cell line: DU-145. Synergy scores: CSS=12.6, Synergy_ZIP=-3.92, Synergy_Bliss=-0.965, Synergy_Loewe=-20.8, Synergy_HSA=-2.03. (6) Synergy scores: CSS=46.9, Synergy_ZIP=3.94, Synergy_Bliss=2.78, Synergy_Loewe=-50.1, Synergy_HSA=-8.07. Drug 1: CC(C)(C#N)C1=CC(=CC(=C1)CN2C=NC=N2)C(C)(C)C#N. Drug 2: CCC1=C2CN3C(=CC4=C(C3=O)COC(=O)C4(CC)O)C2=NC5=C1C=C(C=C5)O. Cell line: CCRF-CEM. (7) Drug 1: C1CC(C1)(C(=O)O)C(=O)O.[NH2-].[NH2-].[Pt+2]. Drug 2: C1CC(=O)NC(=O)C1N2C(=O)C3=CC=CC=C3C2=O. Cell line: SF-295. Synergy scores: CSS=43.8, Synergy_ZIP=1.02, Synergy_Bliss=5.72, Synergy_Loewe=-6.03, Synergy_HSA=3.17. (8) Drug 1: C1CC(=O)NC(=O)C1N2CC3=C(C2=O)C=CC=C3N. Drug 2: C1=C(C(=O)NC(=O)N1)F. Cell line: HOP-92. Synergy scores: CSS=13.6, Synergy_ZIP=-3.42, Synergy_Bliss=-5.56, Synergy_Loewe=-6.20, Synergy_HSA=-2.95. (9) Cell line: SF-539. Drug 1: CN(CC1=CN=C2C(=N1)C(=NC(=N2)N)N)C3=CC=C(C=C3)C(=O)NC(CCC(=O)O)C(=O)O. Synergy scores: CSS=27.4, Synergy_ZIP=-4.99, Synergy_Bliss=-4.41, Synergy_Loewe=-1.58, Synergy_HSA=-0.119. Drug 2: CC1=C(C(CCC1)(C)C)C=CC(=CC=CC(=CC(=O)O)C)C. (10) Drug 1: CC1=CC2C(CCC3(C2CCC3(C(=O)C)OC(=O)C)C)C4(C1=CC(=O)CC4)C. Drug 2: CN(CCCl)CCCl.Cl. Cell line: IGROV1. Synergy scores: CSS=11.5, Synergy_ZIP=-5.42, Synergy_Bliss=4.04, Synergy_Loewe=-9.50, Synergy_HSA=1.38.